This data is from Cav3 T-type calcium channel HTS with 100,875 compounds. The task is: Binary Classification. Given a drug SMILES string, predict its activity (active/inactive) in a high-throughput screening assay against a specified biological target. (1) The drug is O1CCN(c2[nH]c3CCCCc3c(=O)n2)CC1. The result is 0 (inactive). (2) The drug is o1c(nc2c1cc(cc2)C)Cc1ccc(N)cc1. The result is 0 (inactive).